Dataset: Reaction yield outcomes from USPTO patents with 853,638 reactions. Task: Predict the reaction yield, written as a fraction of the theoretical maximum amount of product (1.0 means a 100% yield; for example, 0.34 means a 34% yield). (1) The reactants are [CH3:1][C:2]1[CH:31]=[CH:30][C:5]([C:6]([NH:8][C:9]2[C:22]3[C:21](=[O:23])[C:20]4[C:15](=[CH:16][CH:17]=[CH:18][CH:19]=4)[C:14](=[O:24])[C:13]=3[CH:12]=[CH:11][C:10]=2[NH:25][C:26](=[O:29])[CH2:27]Cl)=[O:7])=[CH:4][CH:3]=1.CCN(C(C)C)C(C)C.[NH:41]1[CH2:46][CH2:45][O:44][CH2:43][CH2:42]1.C(OCC)(=O)C. The catalyst is O1CCCC1.CCO.CCCCCC. The product is [CH3:1][C:2]1[CH:31]=[CH:30][C:5]([C:6]([NH:8][C:9]2[C:22]3[C:21](=[O:23])[C:20]4[C:15](=[CH:16][CH:17]=[CH:18][CH:19]=4)[C:14](=[O:24])[C:13]=3[CH:12]=[CH:11][C:10]=2[NH:25][C:26](=[O:29])[CH2:27][N:41]2[CH2:46][CH2:45][O:44][CH2:43][CH2:42]2)=[O:7])=[CH:4][CH:3]=1. The yield is 0.470. (2) The reactants are C1(C)C=CC(S([O-])(=O)=O)=CC=1.[NH+]1C=CC=CC=1.[O:18]1CCO[CH:19]1[C:23]1[C:31]2[O:30][C:29]([CH3:33])([CH3:32])[CH:28]([C:34]3[CH:39]=[CH:38][C:37]([CH3:40])=[CH:36][CH:35]=3)[C:27]=2[C:26]([CH3:41])=[C:25]([N:42]2[CH2:47][CH2:46][N:45]([C:48]3[CH:53]=[CH:52][C:51]([O:54][CH3:55])=[CH:50][CH:49]=3)[CH2:44][CH2:43]2)[C:24]=1[CH3:56]. The catalyst is CC(C)=O.O. The product is [CH3:55][O:54][C:51]1[CH:50]=[CH:49][C:48]([N:45]2[CH2:46][CH2:47][N:42]([C:25]3[C:24]([CH3:56])=[C:23]([CH:19]=[O:18])[C:31]4[O:30][C:29]([CH3:33])([CH3:32])[CH:28]([C:34]5[CH:35]=[CH:36][C:37]([CH3:40])=[CH:38][CH:39]=5)[C:27]=4[C:26]=3[CH3:41])[CH2:43][CH2:44]2)=[CH:53][CH:52]=1. The yield is 0.810.